Dataset: Retrosynthesis with 50K atom-mapped reactions and 10 reaction types from USPTO. Task: Predict the reactants needed to synthesize the given product. (1) The reactants are: COC(=O)CCC(=O)c1ccc(-c2ccc(C(F)(F)F)cc2)cc1. Given the product O=C(O)CCC(=O)c1ccc(-c2ccc(C(F)(F)F)cc2)cc1, predict the reactants needed to synthesize it. (2) The reactants are: CC(C)(C)OC(=O)OC(=O)OC(C)(C)C.O=C(O)[C@@H]1CCCN1. Given the product CC(C)(C)OC(=O)N1CCC[C@H]1C(=O)O, predict the reactants needed to synthesize it. (3) Given the product COc1ccc(C(=O)NC(C)CO)cc1/C=C/c1ccc(OC(F)(F)F)cc1, predict the reactants needed to synthesize it. The reactants are: CC(N)CO.COc1ccc(C(=O)O)cc1/C=C/c1ccc(OC(F)(F)F)cc1. (4) Given the product CCCCCCCCCCCC(=O)NCCCCCC(=O)N1CC(O)CC1C(OC(c1ccc(OC)cc1)c1ccc(OC)cc1)c1ccccc1, predict the reactants needed to synthesize it. The reactants are: CCCCCCCCCCCC(=O)O.COc1ccc(C(OC(c2ccccc2)C2CC(O)CN2C(=O)CCCCCN)c2ccc(OC)cc2)cc1.